Dataset: Forward reaction prediction with 1.9M reactions from USPTO patents (1976-2016). Task: Predict the product of the given reaction. (1) Given the reactants [CH2:1]([O:3][C:4]1[CH:5]=[C:6]2[C:11](=[C:12]3[CH2:16][C:15]([CH3:18])([CH3:17])[O:14][C:13]=13)[C:10]([C:19]1[CH:24]=[CH:23][C:22](/[CH:25]=[CH:26]/[C:27]([O:29]C)=[O:28])=[C:21]([NH:31][C:32]([C:34]3[CH:39]=[CH:38][CH:37]=[CH:36][N:35]=3)=[O:33])[CH:20]=1)=[N:9][C:8]([CH3:41])([CH3:40])[CH2:7]2)[CH3:2].[OH-].[Na+].Cl, predict the reaction product. The product is: [CH2:1]([O:3][C:4]1[CH:5]=[C:6]2[C:11](=[C:12]3[CH2:16][C:15]([CH3:18])([CH3:17])[O:14][C:13]=13)[C:10]([C:19]1[CH:24]=[CH:23][C:22](/[CH:25]=[CH:26]/[C:27]([OH:29])=[O:28])=[C:21]([NH:31][C:32]([C:34]3[CH:39]=[CH:38][CH:37]=[CH:36][N:35]=3)=[O:33])[CH:20]=1)=[N:9][C:8]([CH3:40])([CH3:41])[CH2:7]2)[CH3:2]. (2) Given the reactants [CH2:1]([O:8][C:9]([N:11]1[CH2:15][CH2:14][CH2:13][C@H:12]1[C:16](=[O:33])[NH:17][C:18]1[CH:23]=[CH:22][CH:21]=[C:20](B2OC(C)(C)C(C)(C)O2)[CH:19]=1)=[O:10])[C:2]1[CH:7]=[CH:6][CH:5]=[CH:4][CH:3]=1.Br[C:35]1[CH:40]=C[C:38]([CH2:41][C:42]([NH:44][CH:45]2[CH2:47][CH2:46]2)=[O:43])=[CH:37][CH:36]=1.CN(C=O)C, predict the reaction product. The product is: [CH2:1]([O:8][C:9]([N:11]1[CH2:15][CH2:14][CH2:13][C@H:12]1[C:16](=[O:33])[NH:17][C:18]1[CH:19]=[C:20]([C:36]2[CH:35]=[CH:40][C:41]([C:42](=[O:43])[NH:44][CH:45]3[CH2:46][CH2:47]3)=[CH:38][CH:37]=2)[CH:21]=[CH:22][CH:23]=1)=[O:10])[C:2]1[CH:3]=[CH:4][CH:5]=[CH:6][CH:7]=1. (3) Given the reactants [OH:1][C:2]1[CH:7]=[C:6]([CH3:8])[C:5]([NH:9][CH:10]=[O:11])=[C:4]([CH3:12])[C:3]=1[CH3:13].Br[CH2:15][C:16]([CH3:25])=[CH:17][C:18]1[CH:23]=[CH:22][C:21]([CH3:24])=[CH:20][CH:19]=1, predict the reaction product. The product is: [CH3:12][C:4]1[C:3]([CH3:13])=[C:2]([O:1][CH2:15][C:16]([CH3:25])=[CH:17][C:18]2[CH:19]=[CH:20][C:21]([CH3:24])=[CH:22][CH:23]=2)[CH:7]=[C:6]([CH3:8])[C:5]=1[NH:9][CH:10]=[O:11]. (4) Given the reactants [C:1](O)(=O)C.S(=O)(=O)(O)O.[Br:10][C:11]1[CH:16]=[CH:15][C:14]([CH2:17][CH2:18][NH:19][C:20](=[O:25])[C:21]([F:24])([F:23])[F:22])=[CH:13][CH:12]=1.C=O, predict the reaction product. The product is: [Br:10][C:11]1[CH:12]=[C:13]2[C:14]([CH2:17][CH2:18][N:19]([C:20](=[O:25])[C:21]([F:23])([F:24])[F:22])[CH2:1]2)=[CH:15][CH:16]=1. (5) Given the reactants [C:1]([C:3]1[CH:4]=[C:5]([CH:10]=[CH:11][C:12]=1[OH:13])[C:6]([O:8][CH3:9])=[O:7])#[N:2].Br[CH2:15][CH:16]1[CH2:18][CH2:17]1.C(=O)([O-])[O-].[K+].[K+], predict the reaction product. The product is: [C:1]([C:3]1[CH:4]=[C:5]([CH:10]=[CH:11][C:12]=1[O:13][CH2:15][CH:16]1[CH2:18][CH2:17]1)[C:6]([O:8][CH3:9])=[O:7])#[N:2]. (6) Given the reactants Cl.[CH2:2]([C@@H:9]1[NH:14][CH2:13][CH2:12][N:11](C(OC(C)(C)C)=O)[CH2:10]1)[C:3]1[CH:8]=[CH:7][CH:6]=[CH:5][CH:4]=1, predict the reaction product. The product is: [CH2:2]([C@H:9]1[CH2:10][NH:11][CH2:12][CH2:13][NH:14]1)[C:3]1[CH:8]=[CH:7][CH:6]=[CH:5][CH:4]=1. (7) Given the reactants C(OC(=O)[NH:7][CH:8]1[CH2:13][CH2:12][CH:11]([NH:14][C:15]2[N:20]=[C:19]3[NH:21][N:22]=[C:23]([C:24]4[CH:29]=[CH:28][N:27]=[C:26]([NH:30][CH2:31][C:32]5[CH:37]=[CH:36][C:35]([Cl:38])=[CH:34][CH:33]=5)[N:25]=4)[C:18]3=[CH:17][N:16]=2)[CH2:10][CH2:9]1)(C)(C)C, predict the reaction product. The product is: [Cl:38][C:35]1[CH:36]=[CH:37][C:32]([CH2:31][NH:30][C:26]2[N:25]=[C:24]([C:23]3[C:18]4[C:19](=[N:20][C:15]([NH:14][CH:11]5[CH2:10][CH2:9][CH:8]([NH2:7])[CH2:13][CH2:12]5)=[N:16][CH:17]=4)[NH:21][N:22]=3)[CH:29]=[CH:28][N:27]=2)=[CH:33][CH:34]=1.